From a dataset of Reaction yield outcomes from USPTO patents with 853,638 reactions. Predict the reaction yield, written as a fraction of the theoretical maximum amount of product (1.0 means a 100% yield; for example, 0.34 means a 34% yield). (1) The reactants are [CH2:1]([NH:3][C:4]1[N:9]=[C:8]([NH:10][CH3:11])[N:7]=[C:6]([NH:12][CH2:13][C:14]#[CH:15])[N:5]=1)[CH3:2].[OH:16][S:17]([OH:20])(=[O:19])=[O:18]. The catalyst is O1CCOCC1. The product is [S:17]([OH:20])([OH:19])(=[O:18])=[O:16].[CH2:1]([NH:3][C:4]1[N:9]=[C:8]([NH:10][CH3:11])[N:7]=[C:6]([NH:12][CH2:13][C:14]#[CH:15])[N:5]=1)[CH3:2].[CH2:1]([NH:3][C:4]1[N:9]=[C:8]([NH:10][CH3:11])[N:7]=[C:6]([NH:12][CH2:13][C:14]#[CH:15])[N:5]=1)[CH3:2]. The yield is 0.700. (2) The reactants are [NH2:1][C:2]1[CH:3]=[C:4]([CH2:8][CH2:9][OH:10])[CH:5]=[CH:6][CH:7]=1.[CH3:11][C:12]1[S:13][C:14]([C:18](O)=[O:19])=[C:15]([CH3:17])[N:16]=1.Cl.CN(C)CCCN=C=NCC.ON1C2C=CC=CC=2N=N1. The catalyst is CN(C=O)C. The product is [OH:10][CH2:9][CH2:8][C:4]1[CH:3]=[C:2]([NH:1][C:18]([C:14]2[S:13][C:12]([CH3:11])=[N:16][C:15]=2[CH3:17])=[O:19])[CH:7]=[CH:6][CH:5]=1. The yield is 0.730. (3) The reactants are [CH3:1][C:2]1[CH:3]=[C:4]([CH:8]=[CH:9][C:10]=1[N+:11]([O-:13])=[O:12])[C:5](O)=O.C(C1NC=CN=1)(C1NC=CN=1)=O.[CH3:26][NH:27][NH:28][C:29](=[NH:36])[C:30]1[CH:35]=[CH:34][CH:33]=[CH:32][N:31]=1. The catalyst is C1COCC1. The product is [CH3:26][N:27]1[C:5]([C:4]2[CH:8]=[CH:9][C:10]([N+:11]([O-:13])=[O:12])=[C:2]([CH3:1])[CH:3]=2)=[N:36][C:29]([C:30]2[CH:35]=[CH:34][CH:33]=[CH:32][N:31]=2)=[N:28]1. The yield is 0.460. (4) The reactants are [F:1][C@@H:2]1[CH2:6][C@@H:5]([C:7](=[O:30])[NH:8][CH2:9][C:10]2[C:15]([C:16]([F:19])([F:18])[F:17])=[CH:14][N:13]=[C:12]([C:20]3[CH:21]=[N:22][C:23]([C:26]([F:29])([F:28])[F:27])=[N:24][CH:25]=3)[CH:11]=2)[N:4](C(OC(C)(C)C)=O)[C@H:3]1[CH3:38].[ClH:39]. The catalyst is O1CCOCC1. The product is [ClH:39].[F:1][C@H:2]1[C@H:3]([CH3:38])[NH:4][C@H:5]([C:7]([NH:8][CH2:9][C:10]2[C:15]([C:16]([F:17])([F:18])[F:19])=[CH:14][N:13]=[C:12]([C:20]3[CH:25]=[N:24][C:23]([C:26]([F:29])([F:28])[F:27])=[N:22][CH:21]=3)[CH:11]=2)=[O:30])[CH2:6]1. The yield is 0.890. (5) The reactants are [CH3:1][O:2][CH2:3][CH2:4][O:5][CH2:6][CH2:7][N:8]1[C:20]2[CH:19]=[CH:18][C:17](/[CH:21]=[CH:22]/[C:23]3[C:24]4[C:29]([N:30]=[C:31]5[C:36]=3[CH:35]=[CH:34][CH:33]=[CH:32]5)=[CH:28][CH:27]=[CH:26][CH:25]=4)=[CH:16][C:15]=2[C:14]2[C:9]1=[CH:10][CH:11]=[CH:12][CH:13]=2.[I:37][CH2:38][CH2:39][OH:40]. The catalyst is C(#N)C. The product is [I-:37].[OH:40][CH2:39][CH2:38][N+:30]1[C:31]2[C:36](=[CH:35][CH:34]=[CH:33][CH:32]=2)[C:23](/[CH:22]=[CH:21]/[C:17]2[CH:18]=[CH:19][C:20]3[N:8]([CH2:7][CH2:6][O:5][CH2:4][CH2:3][O:2][CH3:1])[C:9]4[C:14]([C:15]=3[CH:16]=2)=[CH:13][CH:12]=[CH:11][CH:10]=4)=[C:24]2[C:29]=1[CH:28]=[CH:27][CH:26]=[CH:25]2. The yield is 0.520. (6) The reactants are [ClH:1].[CH3:2][O:3][C:4]1[CH:9]=[CH:8][CH:7]=[CH:6][C:5]=1[N:10]1[CH2:16][CH2:15][CH2:14][N:13](C(OC(C)(C)C)=O)[CH2:12][CH2:11]1. The catalyst is CCOC(C)=O. The product is [ClH:1].[CH3:2][O:3][C:4]1[CH:9]=[CH:8][CH:7]=[CH:6][C:5]=1[N:10]1[CH2:16][CH2:15][CH2:14][NH:13][CH2:12][CH2:11]1. The yield is 0.640. (7) The reactants are [N:1]1[CH:6]=[CH:5][C:4]([CH3:7])=[CH:3][CH:2]=1.[CH:8]([I:11])([CH3:10])[CH3:9]. The catalyst is C(#N)C. The product is [I-:11].[CH:8]([N+:1]1[CH:6]=[CH:5][C:4]([CH3:7])=[CH:3][CH:2]=1)([CH3:10])[CH3:9]. The yield is 0.850.